From a dataset of Forward reaction prediction with 1.9M reactions from USPTO patents (1976-2016). Predict the product of the given reaction. (1) Given the reactants [F:1][C:2]([F:13])([F:12])[C:3]1[CH:8]=[CH:7][C:6]([C:9](=[O:11])[CH3:10])=[CH:5][CH:4]=1.[CH:14]1([Mg]Br)[CH2:16][CH2:15]1.C1(C(C2C=CC(Cl)=CC=2)(O)C)CC1, predict the reaction product. The product is: [CH:14]1([C:9]([C:6]2[CH:5]=[CH:4][C:3]([C:2]([F:1])([F:12])[F:13])=[CH:8][CH:7]=2)([OH:11])[CH3:10])[CH2:16][CH2:15]1. (2) Given the reactants C([N:3]([CH:7]([CH3:9])C)[CH:4]([CH3:6])C)C.Br[CH2:11][C:12]([O:14][CH3:15])=[O:13].O.[CH:17]1C=CC=CC=1, predict the reaction product. The product is: [CH3:9][C@@H:7]1[N:3]([CH2:4][CH2:6][CH3:17])[CH2:11][C:12](=[O:13])[O:14][CH2:15]1. (3) The product is: [C:22]([OH:24])(=[O:23])[CH3:21].[NH:26]1[C:34]2=[N:33][CH:32]=[CH:31][CH:30]=[C:29]2[C:28]([CH:35]=[C:19]2[O:18][C:17]([NH:16][C:3]3[CH:4]=[CH:5][C:6]([NH:8][CH2:9][CH2:10][N:11]4[CH2:15][CH2:14][CH2:13][CH2:12]4)=[CH:7][C:2]=3[CH3:1])=[C:21]([C:22]([O:24][CH2:38][CH3:39])=[O:23])[C:20]2=[O:25])=[CH:27]1. Given the reactants [CH3:1][C:2]1[CH:7]=[C:6]([NH:8][CH2:9][CH2:10][N:11]2[CH2:15][CH2:14][CH2:13][CH2:12]2)[CH:5]=[CH:4][C:3]=1[NH:16][C:17]1[O:18][CH2:19][C:20](=[O:25])[C:21]=1[C:22]([O-:24])=[O:23].[NH:26]1[C:34]2[C:29](=[CH:30][CH:31]=[CH:32][N:33]=2)[C:28]([CH:35]=O)=[CH:27]1.N1CCC[CH2:39][CH2:38]1, predict the reaction product. (4) Given the reactants [CH3:1][C@H:2]1[C@@H:7]2[CH2:8][CH2:9][C:10]3[CH:11]=[N:12][CH:13]=[N:14][C:15]=3[C@@:6]2([C:16]2[CH:21]=[CH:20][CH:19]=[CH:18][CH:17]=2)[CH2:5][CH2:4][C:3]1=[O:22].[CH:23](OCC)=[O:24].C[O-].[Na+].CO, predict the reaction product. The product is: [OH:24]/[CH:23]=[C:4]1/[CH2:5][C@:6]2([C:16]3[CH:17]=[CH:18][CH:19]=[CH:20][CH:21]=3)[C:15]3[N:14]=[CH:13][N:12]=[CH:11][C:10]=3[CH2:9][CH2:8][C@H:7]2[C@H:2]([CH3:1])[C:3]/1=[O:22]. (5) Given the reactants [CH:1]1([CH2:4][N:5]2[CH2:30][CH2:29][C@:12]34[C:13]5[C:14]6[O:28][C@H:11]3[CH:10]([O:31][CH3:32])[CH2:9][CH2:8][C@@:7]4([OH:33])[C@H:6]2[CH2:19][C:18]=5[CH:17]=[CH:16][C:15]=6[O:20][CH2:21][C:22]2[CH:27]=[CH:26][CH:25]=[CH:24][CH:23]=2)[CH2:3][CH2:2]1.[S:34]([O:41]C)([C:37]([F:40])([F:39])[F:38])(=[O:36])=[O:35].[C:43]([O-])([O-])=O.[Na+].[Na+], predict the reaction product. The product is: [O-:41][S:34]([C:37]([F:40])([F:39])[F:38])(=[O:36])=[O:35].[CH:1]1([CH2:4][N+:5]2([CH3:43])[CH2:30][CH2:29][C@:12]34[C:13]5[C:14]6[O:28][C@H:11]3[CH:10]([O:31][CH3:32])[CH2:9][CH2:8][C@@:7]4([OH:33])[C@H:6]2[CH2:19][C:18]=5[CH:17]=[CH:16][C:15]=6[O:20][CH2:21][C:22]2[CH:23]=[CH:24][CH:25]=[CH:26][CH:27]=2)[CH2:3][CH2:2]1. (6) Given the reactants [Cl:1][C:2]1[CH:3]=[C:4]([C:9]2([C:19]([F:22])([F:21])[F:20])[CH2:13][C:12]3[CH:14]=[C:15](N)[CH:16]=[CH:17][C:11]=3[O:10]2)[CH:5]=[C:6]([Cl:8])[CH:7]=1.N([O-])=O.[Na+].[I-:27].[K+], predict the reaction product. The product is: [Cl:1][C:2]1[CH:3]=[C:4]([C:9]2([C:19]([F:22])([F:21])[F:20])[CH2:13][C:12]3[CH:14]=[C:15]([I:27])[CH:16]=[CH:17][C:11]=3[O:10]2)[CH:5]=[C:6]([Cl:8])[CH:7]=1. (7) Given the reactants [OH:1][C:2]1[CH:7]=[CH:6][C:5]([C:8]2[CH2:9][O:10][C:11]3[C:16]([C:17]=2[C:18]2[CH:23]=[CH:22][C:21]([O:24][CH3:25])=[CH:20][CH:19]=2)=[CH:15][CH:14]=[C:13]([OH:26])[CH:12]=3)=[CH:4][CH:3]=1.[CH2:27](O)C, predict the reaction product. The product is: [OH:1][C:2]1[CH:3]=[CH:4][C:5]([CH:8]2[CH:17]([C:18]3[CH:23]=[CH:22][C:21]([O:24][CH3:25])=[CH:20][CH:19]=3)[C:16]3[C:11](=[C:12]([CH3:27])[C:13]([OH:26])=[CH:14][CH:15]=3)[O:10][CH2:9]2)=[CH:6][CH:7]=1. (8) Given the reactants [NH2:1][C:2]1[N:7]=[C:6](S(C)=O)[C:5]([C:11]2[CH:12]=[CH:13][C:14](=[O:20])[N:15]([CH:17]([CH3:19])[CH3:18])[N:16]=2)=[C:4]([C:21]2[CH:26]=[CH:25][CH:24]=[CH:23][CH:22]=2)[N:3]=1.[CH3:27][CH:28]([OH:30])[CH3:29], predict the reaction product. The product is: [NH2:1][C:2]1[N:7]=[C:6]([O:30][CH:28]([CH3:29])[CH3:27])[C:5]([C:11]2[CH:12]=[CH:13][C:14](=[O:20])[N:15]([CH:17]([CH3:19])[CH3:18])[N:16]=2)=[C:4]([C:21]2[CH:26]=[CH:25][CH:24]=[CH:23][CH:22]=2)[N:3]=1.